Dataset: Full USPTO retrosynthesis dataset with 1.9M reactions from patents (1976-2016). Task: Predict the reactants needed to synthesize the given product. (1) The reactants are: [ClH:1].C(OC([CH2:9][NH:10][CH2:11][CH2:12][C:13]([O:15][CH2:16][C:17]1[CH:22]=[C:21]([F:23])[C:20]([F:24])=[CH:19][C:18]=1[C:25]1[CH:26]=[C:27]2[C:32](=[CH:33][CH:34]=1)[N:31]=[C:30]([NH2:35])[N:29]=[C:28]2[C:36]([N:38]1[CH2:46][C:45]2[C:40](=[CH:41][CH:42]=[CH:43][CH:44]=2)[CH2:39]1)=[O:37])=[O:14])=O)(C)(C)C. Given the product [ClH:1].[ClH:1].[CH3:9][NH:10][CH2:11][CH2:12][C:13]([O:15][CH2:16][C:17]1[CH:22]=[C:21]([F:23])[C:20]([F:24])=[CH:19][C:18]=1[C:25]1[CH:26]=[C:27]2[C:32](=[CH:33][CH:34]=1)[N:31]=[C:30]([NH2:35])[N:29]=[C:28]2[C:36]([N:38]1[CH2:39][C:40]2[C:45](=[CH:44][CH:43]=[CH:42][CH:41]=2)[CH2:46]1)=[O:37])=[O:14], predict the reactants needed to synthesize it. (2) Given the product [CH3:1][C@@H:2]1[CH2:6][C:5]2[C:7]([CH:32]3[CH2:33][CH2:34][N:35]([S:46]([CH3:45])(=[O:48])=[O:47])[CH2:36][CH2:37]3)=[C:8]([CH3:31])[CH:9]=[C:10]([NH:11][C:12]3[N:17]=[C:16]([NH:18][C:19]4[CH:24]=[CH:23][CH:22]=[CH:21][C:20]=4[S:25]([CH:28]([CH3:29])[CH3:30])(=[O:27])=[O:26])[N:15]=[CH:14][N:13]=3)[C:4]=2[O:3]1, predict the reactants needed to synthesize it. The reactants are: [CH3:1][C@@H:2]1[CH2:6][C:5]2[C:7]([CH:32]3[CH2:37][CH2:36][NH:35][CH2:34][CH2:33]3)=[C:8]([CH3:31])[CH:9]=[C:10]([NH:11][C:12]3[N:17]=[C:16]([NH:18][C:19]4[CH:24]=[CH:23][CH:22]=[CH:21][C:20]=4[S:25]([CH:28]([CH3:30])[CH3:29])(=[O:27])=[O:26])[N:15]=[CH:14][N:13]=3)[C:4]=2[O:3]1.CCN(CC)CC.[CH3:45][S:46](Cl)(=[O:48])=[O:47]. (3) Given the product [CH3:1][O:2][C:3]1[CH:4]=[C:5]2[C:10](=[CH:11][C:12]=1[O:13][CH3:14])[N:9]=[CH:8][CH:7]=[C:6]2[O:15][C:16]1[C:22]([CH3:23])=[CH:21][C:19]([NH:20][C:36]([NH:51][CH2:50][CH2:49][N:44]2[CH2:48][CH2:47][CH2:46][CH2:45]2)=[O:42])=[C:18]([CH3:24])[CH:17]=1, predict the reactants needed to synthesize it. The reactants are: [CH3:1][O:2][C:3]1[CH:4]=[C:5]2[C:10](=[CH:11][C:12]=1[O:13][CH3:14])[N:9]=[CH:8][CH:7]=[C:6]2[O:15][C:16]1[C:22]([CH3:23])=[CH:21][C:19]([NH2:20])=[C:18]([CH3:24])[CH:17]=1.C(N(CC)CC)C.ClC(Cl)(O[C:36](=[O:42])OC(Cl)(Cl)Cl)Cl.[N:44]1([CH2:49][CH2:50][NH2:51])[CH2:48][CH2:47][CH2:46][CH2:45]1. (4) Given the product [C:2]1([C:8]2([C:14]#[N:15])[CH2:9][CH2:10][N:11]([C:18](=[O:19])[C:17]([F:28])([F:27])[F:16])[CH2:12][CH2:13]2)[CH:3]=[CH:4][CH:5]=[CH:6][CH:7]=1, predict the reactants needed to synthesize it. The reactants are: Cl.[C:2]1([C:8]2([C:14]#[N:15])[CH2:13][CH2:12][NH:11][CH2:10][CH2:9]2)[CH:7]=[CH:6][CH:5]=[CH:4][CH:3]=1.[F:16][C:17]([F:28])([F:27])[C:18](O[C:18](=[O:19])[C:17]([F:28])([F:27])[F:16])=[O:19]. (5) Given the product [Cl:1][C:2]1[CH:15]=[CH:14][C:5]([O:6][C:7]2[CH:12]=[CH:11][CH:10]=[CH:9][C:8]=2[NH:13][CH:26]2[CH2:27][CH2:28][N:23]([C:21]([CH:16]3[CH2:20][CH2:19][CH2:18][CH2:17]3)=[O:22])[CH2:24][CH2:25]2)=[CH:4][CH:3]=1, predict the reactants needed to synthesize it. The reactants are: [Cl:1][C:2]1[CH:15]=[CH:14][C:5]([O:6][C:7]2[CH:12]=[CH:11][CH:10]=[CH:9][C:8]=2[NH2:13])=[CH:4][CH:3]=1.[CH:16]1([C:21]([N:23]2[CH2:28][CH2:27][C:26](=O)[CH2:25][CH2:24]2)=[O:22])[CH2:20][CH2:19][CH2:18][CH2:17]1.C(O)(=O)C.C(O[BH-](OC(=O)C)OC(=O)C)(=O)C.[Na+]. (6) Given the product [NH2:15][C@H:11]1[C:10]2[C:5](=[CH:6][CH:7]=[C:8]([Br:13])[CH:9]=2)[O:4][CH2:3][C@@H:2]1[OH:14], predict the reactants needed to synthesize it. The reactants are: Br[C@H:2]1[C@H:11](O)[C:10]2[C:5](=[CH:6][CH:7]=[C:8]([Br:13])[CH:9]=2)[O:4][CH2:3]1.[OH-:14].[NH4+:15]. (7) Given the product [Br:1][C:2]1[N:3]=[C:4]([CH3:8])[N:5]([CH2:16][O:15][CH2:14][CH2:13][Si:12]([CH3:19])([CH3:18])[CH3:11])[C:6]=1[Br:7], predict the reactants needed to synthesize it. The reactants are: [Br:1][C:2]1[N:3]=[C:4]([CH3:8])[NH:5][C:6]=1[Br:7].[H-].[Na+].[CH3:11][Si:12]([CH3:19])([CH3:18])[CH2:13][CH2:14][O:15][CH2:16]Cl. (8) The reactants are: [CH2:1]([O:3][CH2:4][C:5]1([CH2:15][O:16][CH2:17][CH3:18])[CH2:14][CH2:13][C:8]2(OCC[O:9]2)[CH2:7][CH2:6]1)[CH3:2]. Given the product [CH2:17]([O:16][CH2:15][C:5]1([CH2:4][O:3][CH2:1][CH3:2])[CH2:14][CH2:13][C:8](=[O:9])[CH2:7][CH2:6]1)[CH3:18], predict the reactants needed to synthesize it. (9) Given the product [SH:11][CH2:10][C:27]([CH2:6][SH:7])([SH:28])[CH2:26][S:25][CH2:24][CH2:23][S:22][CH2:21][CH2:16][S:17][CH2:18][CH2:19][SH:20], predict the reactants needed to synthesize it. The reactants are: [S-2].[Na+].[Na+].Cl.N[C:6](N)=[S:7].[NH2+]=[C:10](N)[SH:11].N.SC[CH:16]([CH2:21][S:22][CH2:23][CH:24](CS)[S:25][CH2:26][CH2:27][SH:28])[S:17][CH2:18][CH2:19][SH:20].SCC(CSC(CS)CSCCS)SCCS.SCC(SC(CS)CSCCS)CSCCS. (10) Given the product [F:28][C:25]([C:23]1[O:22][N:21]=[C:20]([N:17]2[CH2:16][CH2:15][CH:14]([CH2:13][CH2:12][CH2:11][O:10][C:7]3[CH:8]=[CH:9][C:4]([C:3]([OH:30])=[O:2])=[C:5]([CH3:29])[CH:6]=3)[CH2:19][CH2:18]2)[N:24]=1)([CH3:26])[CH3:27], predict the reactants needed to synthesize it. The reactants are: C[O:2][C:3](=[O:30])[C:4]1[CH:9]=[CH:8][C:7]([O:10][CH2:11][CH2:12][CH2:13][CH:14]2[CH2:19][CH2:18][N:17]([C:20]3[N:24]=[C:23]([C:25]([F:28])([CH3:27])[CH3:26])[O:22][N:21]=3)[CH2:16][CH2:15]2)=[CH:6][C:5]=1[CH3:29].O[Li].O.